From a dataset of Forward reaction prediction with 1.9M reactions from USPTO patents (1976-2016). Predict the product of the given reaction. (1) Given the reactants [NH2:1][C:2]1[C:10]([Cl:11])=[CH:9][C:5]([C:6](O)=[O:7])=[C:4]([O:12][CH3:13])[CH:3]=1.S(N)([NH2:17])(=O)=O, predict the reaction product. The product is: [NH2:1][C:2]1[C:10]([Cl:11])=[CH:9][C:5]([C:6]([NH2:17])=[O:7])=[C:4]([O:12][CH3:13])[CH:3]=1. (2) Given the reactants [CH:1]1([C:4]2[N:9]=[C:8](O)[CH:7]=[CH:6][N:5]=2)[CH2:3][CH2:2]1.P(Cl)(Cl)([Cl:13])=O, predict the reaction product. The product is: [Cl:13][C:8]1[CH:7]=[CH:6][N:5]=[C:4]([CH:1]2[CH2:3][CH2:2]2)[N:9]=1. (3) Given the reactants [NH2:1][CH:2]1[CH2:11][O:10][C:9]2[C:4](=[N:5][CH:6]=[C:7]([N:12]3[C:17](=[O:18])[CH:16]=[N:15][C:14]4[CH:19]=[CH:20][C:21]([O:23][CH3:24])=[N:22][C:13]3=4)[CH:8]=2)[CH2:3]1.[O:25]=[C:26]1[CH2:31][O:30][C:29]2[CH:32]=[CH:33][C:34]([CH:36]=O)=[N:35][C:28]=2[NH:27]1.[C:48]([O:47][BH-]([O:47][C:48](=[O:50])[CH3:49])[O:47][C:48](=[O:50])[CH3:49])(=[O:50])[CH3:49].[Na+], predict the reaction product. The product is: [C:48]([OH:47])(=[O:50])/[CH:49]=[CH:20]/[C:21]([OH:23])=[O:25].[CH3:24][O:23][C:21]1[CH:20]=[CH:19][C:14]2[N:15]=[CH:16][C:17](=[O:18])[N:12]([C:7]3[CH:8]=[C:9]4[O:10][CH2:11][CH:2]([NH:1][CH2:36][C:34]5[CH:33]=[CH:32][C:29]6[O:30][CH2:31][C:26](=[O:25])[NH:27][C:28]=6[N:35]=5)[CH2:3][C:4]4=[N:5][CH:6]=3)[C:13]=2[N:22]=1. (4) The product is: [C:20]([O:19][C:17](=[O:18])[NH:1][CH:2]([C:3]#[N:4])[C:5]1[CH:10]=[CH:9][C:8]([O:11][C:12]([F:13])([F:14])[F:15])=[C:7]([F:16])[CH:6]=1)([CH3:23])([CH3:22])[CH3:21]. Given the reactants [NH2:1][CH:2]([C:5]1[CH:10]=[CH:9][C:8]([O:11][C:12]([F:15])([F:14])[F:13])=[C:7]([F:16])[CH:6]=1)[C:3]#[N:4].[C:17](O[C:17]([O:19][C:20]([CH3:23])([CH3:22])[CH3:21])=[O:18])([O:19][C:20]([CH3:23])([CH3:22])[CH3:21])=[O:18].C(N(CC)CC)C.O, predict the reaction product. (5) Given the reactants O=S(Cl)[Cl:3].O=[C:6]1[C:15]2[C:10](=[CH:11][CH:12]=[C:13]([C:16]3[O:20][C:19]([CH:21]=[O:22])=[CH:18][CH:17]=3)[CH:14]=2)[N:9]=[CH:8][NH:7]1.CN(C=O)C.[ClH:28], predict the reaction product. The product is: [ClH:3].[Cl:28][C:6]1[C:15]2[C:10](=[CH:11][CH:12]=[C:13]([C:16]3[O:20][C:19]([CH:21]=[O:22])=[CH:18][CH:17]=3)[CH:14]=2)[N:9]=[CH:8][N:7]=1. (6) Given the reactants [C:1]1([C@H:11]([NH:13][CH:14]2[CH2:19][CH2:18][CH2:17][CH:16]([C:20]3[CH:28]=[CH:27][C:23]([C:24](O)=[O:25])=[CH:22][CH:21]=3)[CH2:15]2)[CH3:12])[C:10]2[C:5](=[CH:6][CH:7]=[CH:8][CH:9]=2)[CH:4]=[CH:3][CH:2]=1.C1N=C[N:31](C(N2C=NC=C2)=O)C=1.N.CCOCC, predict the reaction product. The product is: [C:1]1([C@H:11]([NH:13][CH:14]2[CH2:19][CH2:18][CH2:17][CH:16]([C:20]3[CH:28]=[CH:27][C:23]([C:24]([NH2:31])=[O:25])=[CH:22][CH:21]=3)[CH2:15]2)[CH3:12])[C:10]2[C:5](=[CH:6][CH:7]=[CH:8][CH:9]=2)[CH:4]=[CH:3][CH:2]=1.